From a dataset of Full USPTO retrosynthesis dataset with 1.9M reactions from patents (1976-2016). Predict the reactants needed to synthesize the given product. (1) The reactants are: Cl[C:2]1[CH:7]=[C:6]([N:8]([CH:16]2[CH2:18][CH2:17]2)C(=O)OC(C)(C)C)[N:5]2[N:19]=[CH:20][C:21]([CH:22]=[C:23]3[CH2:27][C:26](=[O:28])[NH:25][C:24]3=[O:29])=[C:4]2[N:3]=1.C([O-])([O-])=O.[K+].[K+].[N:36]1[CH:41]=[CH:40][CH:39]=[C:38]([CH2:42][NH2:43])[CH:37]=1. Given the product [CH:16]1([NH:8][C:6]2[N:5]3[N:19]=[CH:20][C:21]([CH:22]=[C:23]4[CH2:27][C:26](=[O:28])[NH:25][C:24]4=[O:29])=[C:4]3[N:3]=[C:2]([NH:43][CH2:42][C:38]3[CH:37]=[N:36][CH:41]=[CH:40][CH:39]=3)[CH:7]=2)[CH2:17][CH2:18]1, predict the reactants needed to synthesize it. (2) The reactants are: [CH3:1][C:2]12[C:8]([CH3:10])([CH3:9])[C:5]([C:11]([O:13][CH2:14][CH:15]3[CH:17]([CH2:18][O:19][CH3:20])[C:16]3([CH3:33])[C:21]3[CH:26]=[C:25]([CH:27]([CH3:29])[CH3:28])[CH:24]=[C:23]([CH:30]([CH3:32])[CH3:31])[CH:22]=3)=[O:12])([CH2:6][CH2:7]1)[O:4][C:3]2=[O:34].[CH2:35](OCC1[C@H](CO)C1(C)C1C=C(C(C)C)C=C(C(C)C)C=1)C.[CH2:57](I)C.CCOC(C)=O. Given the product [CH3:1][C:2]12[C:8]([CH3:9])([CH3:10])[C:5]([C:11]([O:13][CH2:14][C@H:15]3[C@H:17]([CH2:18][O:19][CH2:20][CH3:35])[C@@:16]3([CH3:33])[C:21]3[CH:26]=[C:25]([CH:27]([CH3:28])[CH3:29])[CH:24]=[C:23]([CH:30]([CH3:32])[CH3:31])[CH:22]=3)=[O:12])([CH2:6][CH2:7]1)[O:4][C:3]2=[O:34].[CH3:1][C:2]12[C:8]([CH3:9])([CH3:10])[C:5]([C:11]([O:13][CH2:14][C@@H:15]3[C@@H:17]([CH2:18][O:19][CH2:20][CH3:57])[C@:16]3([CH3:33])[C:21]3[CH:26]=[C:25]([CH:27]([CH3:28])[CH3:29])[CH:24]=[C:23]([CH:30]([CH3:32])[CH3:31])[CH:22]=3)=[O:12])([CH2:6][CH2:7]1)[O:4][C:3]2=[O:34], predict the reactants needed to synthesize it. (3) Given the product [Cl:1][C:2]1[C:10]([F:11])=[CH:9][CH:8]=[C:7]([F:12])[C:3]=1[C:4]([N:19]=[N+:20]=[N-:21])=[O:5], predict the reactants needed to synthesize it. The reactants are: [Cl:1][C:2]1[C:10]([F:11])=[CH:9][CH:8]=[C:7]([F:12])[C:3]=1[C:4](O)=[O:5].P(Cl)(Cl)(Cl)(Cl)Cl.[N-:19]=[N+:20]=[N-:21].[Na+]. (4) The reactants are: C[Si]([N-][Si](C)(C)C)(C)C.[K+].[CH3:11][O:12][C:13]([C:15]1[N:16]([CH2:20][C:21]([O:23][C:24]([CH3:27])([CH3:26])[CH3:25])=[O:22])[CH:17]=[CH:18][CH:19]=1)=[O:14].[CH3:28][CH:29]([CH3:40])[CH2:30][CH2:31]OS(C(F)(F)F)(=O)=O. Given the product [CH3:11][O:12][C:13]([C:15]1[N:16]([CH:20]([C:21]([O:23][C:24]([CH3:27])([CH3:26])[CH3:25])=[O:22])[CH2:31][CH2:30][CH:29]([CH3:40])[CH3:28])[CH:17]=[CH:18][CH:19]=1)=[O:14], predict the reactants needed to synthesize it. (5) The reactants are: [CH3:1][N:2]1[CH:6]=[C:5]([C:7]2[CH:12]=[CH:11][C:10]([S:13]CCC(N)=O)=[C:9]([C:19]([F:22])([F:21])[F:20])[CH:8]=2)[CH:4]=[N:3]1.CC(C)([O-])C.[Na+].[C:29]([C:31]1([NH:34][C:35]([C@H:37]2[N:41]([C:42]([C:44]3([C:47]([F:50])([F:49])[F:48])[CH2:46][CH2:45]3)=[O:43])[CH2:40][C@@H:39](OS(C3C=CC=CC=3)(=O)=O)[CH2:38]2)=[O:36])[CH2:33][CH2:32]1)#[N:30]. Given the product [C:29]([C:31]1([NH:34][C:35]([C@@H:37]2[CH2:38][C@@H:39]([S:13][C:10]3[CH:11]=[CH:12][C:7]([C:5]4[CH:4]=[N:3][N:2]([CH3:1])[CH:6]=4)=[CH:8][C:9]=3[C:19]([F:21])([F:20])[F:22])[CH2:40][N:41]2[C:42]([C:44]2([C:47]([F:49])([F:50])[F:48])[CH2:46][CH2:45]2)=[O:43])=[O:36])[CH2:33][CH2:32]1)#[N:30], predict the reactants needed to synthesize it. (6) Given the product [OH:40][CH2:39][C:38]([NH:37][S:34]([C:30]1[CH:29]=[C:28]([NH:27][C:12]([C:11]2[CH:10]=[N:9][N:8]3[C:3]([C:2]([F:1])([F:26])[F:25])=[CH:4][C:5]([C:15]4[CH:16]=[CH:17][C:18]([C:21]([F:23])([F:24])[F:22])=[CH:19][CH:20]=4)=[N:6][C:7]=23)=[O:14])[CH:33]=[CH:32][CH:31]=1)(=[O:36])=[O:35])([CH3:42])[CH3:41], predict the reactants needed to synthesize it. The reactants are: [F:1][C:2]([F:26])([F:25])[C:3]1[N:8]2[N:9]=[CH:10][C:11]([C:12]([OH:14])=O)=[C:7]2[N:6]=[C:5]([C:15]2[CH:20]=[CH:19][C:18]([C:21]([F:24])([F:23])[F:22])=[CH:17][CH:16]=2)[CH:4]=1.[NH2:27][C:28]1[CH:29]=[C:30]([S:34]([NH:37][C:38]([CH3:42])([CH3:41])[CH2:39][OH:40])(=[O:36])=[O:35])[CH:31]=[CH:32][CH:33]=1. (7) Given the product [CH3:7][O:8][C:9]1[CH:15]=[CH:14][C:12]([N:13]2[CH2:29][CH2:28][C:27](=[O:30])[CH2:26][CH2:25]2)=[CH:11][CH:10]=1, predict the reactants needed to synthesize it. The reactants are: C(=O)([O-])[O-].[K+].[K+].[CH3:7][O:8][C:9]1[CH:15]=[CH:14][C:12]([NH2:13])=[CH:11][CH:10]=1.[Br-].C([N+]1(C)[CH2:29][CH2:28][C:27](=[O:30])[CH2:26][CH2:25]1)C1C=CC=CC=1. (8) The reactants are: Br[C:2]1[CH:10]=[CH:9][C:8]([Br:11])=[CH:7][C:3]=1[C:4]([OH:6])=[O:5].[OH:12][C:13]1[CH:14]=[CH:15][C:16]([Cl:19])=[N:17][CH:18]=1.C(=O)([O-])[O-].[Cs+].[Cs+].C1(C)C=CC=CC=1. Given the product [Br:11][C:8]1[CH:9]=[CH:10][C:2]([O:12][C:13]2[CH:18]=[N:17][C:16]([Cl:19])=[CH:15][CH:14]=2)=[C:3]([CH:7]=1)[C:4]([OH:6])=[O:5], predict the reactants needed to synthesize it.